From a dataset of Reaction yield outcomes from USPTO patents with 853,638 reactions. Predict the reaction yield, written as a fraction of the theoretical maximum amount of product (1.0 means a 100% yield; for example, 0.34 means a 34% yield). (1) The reactants are C(NC(C)C)(C)C.C([Li])CCC.[S:13]1[CH:17]=[CH:16][CH:15]=[C:14]1[C:18]([O:20][CH2:21][CH3:22])=[O:19].[CH2:23]([Sn:27](Cl)([CH2:32][CH2:33][CH2:34][CH3:35])[CH2:28][CH2:29][CH2:30][CH3:31])[CH2:24][CH2:25][CH3:26]. The catalyst is C1COCC1. The product is [CH2:32]([Sn:27]([CH2:23][CH2:24][CH2:25][CH3:26])([CH2:28][CH2:29][CH2:30][CH3:31])[C:17]1[S:13][C:14]([C:18]([O:20][CH2:21][CH3:22])=[O:19])=[CH:15][CH:16]=1)[CH2:33][CH2:34][CH3:35]. The yield is 0.910. (2) The reactants are [CH2:1]([O:8][C:9](=[O:14])[C@H:10]([CH2:12][OH:13])[NH2:11])[C:2]1[CH:7]=[CH:6][CH:5]=[CH:4][CH:3]=1.[C:15]([O:24][C@H:25]([CH2:30][CH2:31][CH2:32][CH2:33][CH2:34][CH2:35][CH2:36][CH2:37][CH2:38][CH2:39][CH3:40])[CH2:26][C:27](O)=[O:28])(=[O:23])[CH2:16][CH2:17][CH2:18][CH2:19][CH2:20][CH2:21][CH3:22].C(Cl)CCl.CI. The catalyst is C(Cl)Cl. The product is [CH2:1]([O:8][C:9](=[O:14])[C@H:10]([CH2:12][OH:13])[NH:11][C:27](=[O:28])[CH2:26][C@H:25]([O:24][C:15](=[O:23])[CH2:16][CH2:17][CH2:18][CH2:19][CH2:20][CH2:21][CH3:22])[CH2:30][CH2:31][CH2:32][CH2:33][CH2:34][CH2:35][CH2:36][CH2:37][CH2:38][CH2:39][CH3:40])[C:2]1[CH:7]=[CH:6][CH:5]=[CH:4][CH:3]=1. The yield is 0.930. (3) The product is [C:22](=[C:18]1[CH:19]=[CH:20][CH:21]=[C:16]([CH:11]2[C:10]([CH3:27])([CH3:26])[CH2:9][C:8]3[C:13](=[CH:14][CH:15]=[C:6]([C:4]([OH:5])=[O:3])[CH:7]=3)[NH:12]2)[CH2:17]1)=[O:23]. The yield is 0.280. The reactants are C([O:3][C:4]([C:6]1[CH:7]=[C:8]2[C:13](=[CH:14][CH:15]=1)[NH:12][CH:11]([C:16]1[CH:21]=[CH:20][CH:19]=[C:18]([C:22](OC)=[O:23])[CH:17]=1)[C:10]([CH3:27])([CH3:26])[CH2:9]2)=[O:5])C.Cl. The catalyst is CO.O1CCCC1.[OH-].[Na+].O. (4) The reactants are CN[CH:3]1[CH2:8][CH2:7][C:6]([C:9]2[C:17]3[C:12](=[CH:13][CH:14]=[C:15]([NH:18][C:19]([C:21]4[S:22][CH:23]=[CH:24][CH:25]=4)=[NH:20])[CH:16]=3)[NH:11][CH:10]=2)=[CH:5][CH2:4]1.C1C2[N:29]([CH2:30]C=C(C3C4C(=CC=C(N)C=4)NC=3)C2)[CH2:28]C1.I.CSC(C1SC=CC=1)=N. The catalyst is C(O)C. The product is [CH2:3]1[CH:4]2[N:29]([CH2:30][CH:7]=[C:6]([C:9]3[C:17]4[C:12](=[CH:13][CH:14]=[C:15]([NH:18][C:19]([C:21]5[S:22][CH:23]=[CH:24][CH:25]=5)=[NH:20])[CH:16]=4)[NH:11][CH:10]=3)[CH2:5]2)[CH2:28][CH2:8]1. The yield is 0.790. (5) The reactants are [CH3:1][O:2][C:3]1[CH:4]=[C:5]([NH:11][CH2:12][C:13]2[C:14]([NH2:21])=[N:15][C:16]([S:19][CH3:20])=[N:17][CH:18]=2)[CH:6]=[C:7]([O:9][CH3:10])[CH:8]=1.[H-].[Na+].[C:24](N1C=CN=C1)(N1C=CN=C1)=[O:25]. The catalyst is CN(C)C=O. The product is [CH3:10][O:9][C:7]1[CH:6]=[C:5]([N:11]2[CH2:12][C:13]3[C:14](=[N:15][C:16]([S:19][CH3:20])=[N:17][CH:18]=3)[NH:21][C:24]2=[O:25])[CH:4]=[C:3]([O:2][CH3:1])[CH:8]=1. The yield is 0.600. (6) The reactants are [Br:1][C:2]1[CH:3]=[C:4]([C:8]#[C:9][C:10]2[CH:11]=[C:12]3[C:17](=[CH:18][CH:19]=2)[CH2:16][CH2:15][CH2:14][CH2:13]3)[CH:5]=[CH:6][CH:7]=1.[OH2:20].CS(C)=[O:23]. The catalyst is [Pd](Cl)Cl. The product is [Br:1][C:2]1[CH:3]=[C:4]([C:8](=[O:23])[C:9]([C:10]2[CH:19]=[CH:18][C:17]3[CH2:16][CH2:15][CH2:14][CH2:13][C:12]=3[CH:11]=2)=[O:20])[CH:5]=[CH:6][CH:7]=1. The yield is 0.680. (7) The reactants are Cl[C:2]1[N:3]([C@@H:15]2[O:21][C@H:20]([CH2:22][OH:23])[C@@H:18]([OH:19])[C@H:16]2[OH:17])[C:4]2[C:9]([C:10]=1[CH:11]=[O:12])=[CH:8][C:7]([Cl:13])=[C:6]([Cl:14])[CH:5]=2.CO.C(Cl)(Cl)Cl.CO.O. The catalyst is C(N)(C)C.CO. The product is [Cl:13][C:7]1[CH:8]=[C:9]2[C:4](=[CH:5][C:6]=1[Cl:14])[N:3]([C@@H:15]1[O:21][C@H:20]([CH2:22][OH:23])[C@@H:18]([OH:19])[C@H:16]1[OH:17])[C:2]([NH:3][CH:4]([CH3:9])[CH3:5])=[C:10]2[CH:11]=[O:12]. The yield is 0.420. (8) The reactants are [CH:1]1([CH:7]2[N:12]([CH2:13][C:14]3[CH:19]=[CH:18][C:17]([O:20][CH3:21])=[CH:16][CH:15]=3)[C:11](=[O:22])[CH2:10][O:9][CH2:8]2)[CH2:6][CH2:5][CH2:4][CH2:3][CH2:2]1.[Li]CCCC.[C:28]([Si:32]([O:35][CH2:36][CH2:37][CH2:38]I)([CH3:34])[CH3:33])([CH3:31])([CH3:30])[CH3:29]. The catalyst is C1COCC1. The product is [C:28]([Si:32]([CH3:34])([CH3:33])[O:35][CH2:36][CH2:37][CH2:38][CH:10]1[O:9][CH2:8][CH:7]([CH:1]2[CH2:2][CH2:3][CH2:4][CH2:5][CH2:6]2)[N:12]([CH2:13][C:14]2[CH:15]=[CH:16][C:17]([O:20][CH3:21])=[CH:18][CH:19]=2)[C:11]1=[O:22])([CH3:31])([CH3:30])[CH3:29]. The yield is 0.440. (9) The reactants are [C:1]1([C@H:7]([CH3:10])[CH2:8][NH2:9])[CH:6]=[CH:5][CH:4]=[CH:3][CH:2]=1.C(O)(=O)C.[Cl:15][C:16]1[C:23]([C:24]([F:27])([F:26])[F:25])=[CH:22][CH:21]=[CH:20][C:17]=1[CH:18]=O.C(O[BH-](OC(=O)C)OC(=O)C)(=O)C.[Na+]. The catalyst is ClCCl.O. The product is [Cl:15][C:16]1[C:23]([C:24]([F:25])([F:26])[F:27])=[CH:22][CH:21]=[CH:20][C:17]=1[CH2:18][NH:9][CH2:8][C@H:7]([C:1]1[CH:6]=[CH:5][CH:4]=[CH:3][CH:2]=1)[CH3:10]. The yield is 0.450.